From a dataset of Full USPTO retrosynthesis dataset with 1.9M reactions from patents (1976-2016). Predict the reactants needed to synthesize the given product. Given the product [C:34]([C:38]1[O:42][N:41]=[C:40]([NH:43][C:44]([NH:21][C:20]2[CH:22]=[C:16]([O:15][C:6]3[C:5]4[C:10](=[CH:11][C:12]([O:13][CH3:14])=[C:3]([O:2][CH3:1])[CH:4]=4)[N:9]=[CH:8][N:7]=3)[C:17]([F:24])=[CH:18][C:19]=2[F:23])=[O:45])[CH:39]=1)([CH3:37])([CH3:35])[CH3:36], predict the reactants needed to synthesize it. The reactants are: [CH3:1][O:2][C:3]1[CH:4]=[C:5]2[C:10](=[CH:11][C:12]=1[O:13][CH3:14])[N:9]=[CH:8][N:7]=[C:6]2[O:15][C:16]1[C:17]([F:24])=[CH:18][C:19]([F:23])=[C:20]([CH:22]=1)[NH2:21].CCN(C(C)C)C(C)C.[C:34]([C:38]1[O:42][N:41]=[C:40]([NH:43][C:44](=O)[O:45]C2C=CC=CC=2)[CH:39]=1)([CH3:37])([CH3:36])[CH3:35].O.